From a dataset of Catalyst prediction with 721,799 reactions and 888 catalyst types from USPTO. Predict which catalyst facilitates the given reaction. (1) Reactant: [CH:1]1[C:10]2[C:5](=[CH:6][CH:7]=[CH:8][CH:9]=2)[CH:4]=[N:3][N:2]=1.[CH:11]([C@H:14]1[CH2:19][CH2:18][C@H:17]([NH2:20])[CH2:16][CH2:15]1)([CH3:13])[CH3:12].[NH3:21].[OH2:22]. Product: [CH:11]([C@H:14]1[CH2:19][CH2:18][C@H:17]([NH:20][C:1]2[C:10]3[C:5](=[CH:6][CH:7]=[CH:8][CH:9]=3)[C:4]([CH2:4][C:5]3[CH:10]=[CH:9][N:21]=[C:7]([OH:22])[CH:6]=3)=[N:3][N:2]=2)[CH2:16][CH2:15]1)([CH3:13])[CH3:12]. The catalyst class is: 25. (2) Reactant: C[Mg]Cl.[CH2:4]([N:11]1[CH2:16][CH2:15][C:14]([N:19]2[CH2:24][CH2:23][NH:22][CH2:21][CH2:20]2)([C:17]#N)[CH2:13][CH2:12]1)[C:5]1[CH:10]=[CH:9][CH:8]=[CH:7][CH:6]=1.[NH4+].[Cl-]. Product: [CH2:4]([N:11]1[CH2:16][CH2:15][C:14]([N:19]2[CH2:20][CH2:21][NH:22][CH2:23][CH2:24]2)([CH3:17])[CH2:13][CH2:12]1)[C:5]1[CH:10]=[CH:9][CH:8]=[CH:7][CH:6]=1. The catalyst class is: 1. (3) Reactant: [NH2:1][CH2:2][CH2:3][C:4]([OH:6])=[O:5].[C:7]1(=O)[O:12][C:10](=[O:11])[CH:9]=[CH:8]1.O[N:15]1[C:19](=[O:20])[CH2:18][CH2:17][C:16]1=[O:21].C1(N=C=NC2CCCCC2)CCCCC1. Product: [C:7]1(=[O:12])[N:1]([CH2:2][CH2:3][C:4]([O:6][N:15]2[C:19](=[O:20])[CH2:18][CH2:17][C:16]2=[O:21])=[O:5])[C:10](=[O:11])[CH:9]=[CH:8]1. The catalyst class is: 3. (4) Reactant: [NH2:1][C:2]1[CH:11]=[C:10]2[C:5]3=[C:6]([CH:20]=[C:21]([C:23]([OH:25])=[O:24])[CH:22]=[C:4]3[CH:3]=1)[C:7](=[O:19])[N:8]([CH2:13][CH2:14][CH2:15][C:16]([OH:18])=[O:17])[C:9]2=[O:12].[C:26](OC(=O)C)(=[O:28])[CH3:27]. Product: [C:26]([NH:1][C:2]1[CH:11]=[C:10]2[C:5]3=[C:6]([CH:20]=[C:21]([C:23]([OH:25])=[O:24])[CH:22]=[C:4]3[CH:3]=1)[C:7](=[O:19])[N:8]([CH2:13][CH2:14][CH2:15][C:16]([OH:18])=[O:17])[C:9]2=[O:12])(=[O:28])[CH3:27]. The catalyst class is: 15.